From a dataset of Peptide-MHC class I binding affinity with 185,985 pairs from IEDB/IMGT. Regression. Given a peptide amino acid sequence and an MHC pseudo amino acid sequence, predict their binding affinity value. This is MHC class I binding data. (1) The peptide sequence is YAGCESDEI. The MHC is H-2-Db with pseudo-sequence H-2-Db. The binding affinity (normalized) is 0.000404. (2) The MHC is HLA-A26:01 with pseudo-sequence HLA-A26:01. The peptide sequence is RKAKIIRDY. The binding affinity (normalized) is 0. (3) The peptide sequence is VRLLAHVI. The MHC is HLA-B27:05 with pseudo-sequence HLA-B27:05. The binding affinity (normalized) is 0.355. (4) The peptide sequence is AELLSCSHLF. The MHC is HLA-B40:01 with pseudo-sequence HLA-B40:01. The binding affinity (normalized) is 0.215. (5) The peptide sequence is NQLLIAILLL. The MHC is Mamu-A07 with pseudo-sequence Mamu-A07. The binding affinity (normalized) is 0.0858.